This data is from Retrosynthesis with 50K atom-mapped reactions and 10 reaction types from USPTO. The task is: Predict the reactants needed to synthesize the given product. (1) The reactants are: N#Cc1ccc2c(c1)c(Br)nn2C1CCCCO1.OB(O)c1ccc2cc(OCCC3CCCC3)ccc2c1. Given the product N#Cc1ccc2c(c1)c(-c1ccc3cc(OCCC4CCCC4)ccc3c1)nn2C1CCCCO1, predict the reactants needed to synthesize it. (2) Given the product CC(C)(C)OC(=O)N1C(=O)n2c(nc3c(O)cccc32)C12CCN(c1ncnc3c1ccn3C(=O)OC(C)(C)C)CC2, predict the reactants needed to synthesize it. The reactants are: CC(C)(C)OC(=O)N1C(=O)n2c(nc3c(OCc4ccccc4)cccc32)C12CCN(c1ncnc3c1ccn3C(=O)OC(C)(C)C)CC2.